Dataset: Forward reaction prediction with 1.9M reactions from USPTO patents (1976-2016). Task: Predict the product of the given reaction. (1) Given the reactants [C:1]([O:5][C:6]([N:8]1[CH2:13][CH2:12][CH:11]([CH:14]=[C:15](Br)Br)[CH2:10][CH2:9]1)=[O:7])([CH3:4])([CH3:3])[CH3:2].[Li]CCCC.[CH2:23]([Sn:27](Cl)([CH2:32][CH2:33][CH2:34][CH3:35])[CH2:28][CH2:29][CH2:30][CH3:31])[CH2:24][CH2:25][CH3:26].CCOC(C)=O, predict the reaction product. The product is: [C:1]([O:5][C:6]([N:8]1[CH2:13][CH2:12][CH:11]([C:14]#[C:15][Sn:27]([CH2:28][CH2:29][CH2:30][CH3:31])([CH2:32][CH2:33][CH2:34][CH3:35])[CH2:23][CH2:24][CH2:25][CH3:26])[CH2:10][CH2:9]1)=[O:7])([CH3:4])([CH3:3])[CH3:2]. (2) Given the reactants [C:1]([OH:8])(=[O:7])/[CH:2]=[CH:3]/[C:4]([OH:6])=[O:5].[CH3:9][C:10]1[CH:15]=[N:14][CH:13]=[C:12]([CH2:16][N:17]2[CH2:38][CH2:37][C:20](=[C:21]3[C:31]4[N:32]=[CH:33][CH:34]=[CH:35][C:30]=4[CH2:29][CH2:28][C:27]4[CH:26]=[C:25]([Cl:36])[CH:24]=[CH:23][C:22]3=4)[CH2:19][CH2:18]2)[CH:11]=1, predict the reaction product. The product is: [CH3:9][C:10]1[CH:15]=[N:14][CH:13]=[C:12]([CH2:16][N:17]2[CH2:18][CH2:19][C:20](=[C:21]3[C:31]4[N:32]=[CH:33][CH:34]=[CH:35][C:30]=4[CH2:29][CH2:28][C:27]4[CH:26]=[C:25]([Cl:36])[CH:24]=[CH:23][C:22]3=4)[CH2:37][CH2:38]2)[CH:11]=1.[CH:2](/[C:1]([OH:8])=[O:7])=[CH:3]\[C:4]([OH:6])=[O:5].